Dataset: Full USPTO retrosynthesis dataset with 1.9M reactions from patents (1976-2016). Task: Predict the reactants needed to synthesize the given product. Given the product [F:11][C:12]1([F:17])[CH2:16][CH2:15][N:14]([C:1]2[N:4]=[C:22]([CH:23]=[O:24])[N:28]([CH3:30])[N:29]=2)[CH2:13]1, predict the reactants needed to synthesize it. The reactants are: [CH:1]([N:4](CC)C(C)C)(C)C.Cl.[F:11][C:12]1([F:17])[CH2:16][CH2:15][NH:14][CH2:13]1.N#CBr.Cl[CH:22](Cl)[C:23](Cl)=[O:24].C[N:28]([C:30](OC(C)(C)C)=O)[NH2:29].FC(F)(F)C(O)=O.C([O-])(=O)C.[Na+].